Predict the product of the given reaction. From a dataset of Forward reaction prediction with 1.9M reactions from USPTO patents (1976-2016). (1) Given the reactants [Cl:1][C:2]1[N:7]=[C:6]([NH:8][C@H:9]2[CH2:14][CH2:13][CH2:12][C@@H:11]([C:15]([O:17]CC)=[O:16])[CH2:10]2)[C:5]([F:20])=[CH:4][N:3]=1.O[Li].O.Cl.CCOC(C)=O, predict the reaction product. The product is: [Cl:1][C:2]1[N:7]=[C:6]([NH:8][C@H:9]2[CH2:14][CH2:13][CH2:12][C@@H:11]([C:15]([OH:17])=[O:16])[CH2:10]2)[C:5]([F:20])=[CH:4][N:3]=1. (2) Given the reactants [CH2:1]([CH:5]1[CH2:13][C:12]2[C:7](=[CH:8][CH:9]=[C:10]([O:14][CH2:15][O:16][CH3:17])[CH:11]=2)[C:6]1=[O:18])[CH2:2][CH2:3][CH3:4].[H-].[Na+].Br[CH2:22][CH2:23][CH2:24][CH:25]=[CH2:26], predict the reaction product. The product is: [CH2:1]([C:5]1([CH2:26][CH2:25][CH2:24][CH:23]=[CH2:22])[CH2:13][C:12]2[C:7](=[CH:8][CH:9]=[C:10]([O:14][CH2:15][O:16][CH3:17])[CH:11]=2)[C:6]1=[O:18])[CH2:2][CH2:3][CH3:4]. (3) Given the reactants [C:1]([O:5][C:6]([N:8]1[CH2:28][CH2:27][N:11]2[C:12](=[O:26])[C:13]3[C:18]([C@@H:10]2[CH2:9]1)=[CH:17][C:16]([CH2:19][CH:20]=[CH2:21])=[CH:15][C:14]=3[C:22]([F:25])([F:24])[F:23])=[O:7])([CH3:4])([CH3:3])[CH3:2].[H][H], predict the reaction product. The product is: [C:1]([O:5][C:6]([N:8]1[CH2:28][CH2:27][N:11]2[C:12](=[O:26])[C:13]3[C:18]([C@@H:10]2[CH2:9]1)=[CH:17][C:16]([CH2:19][CH2:20][CH3:21])=[CH:15][C:14]=3[C:22]([F:24])([F:25])[F:23])=[O:7])([CH3:2])([CH3:3])[CH3:4]. (4) The product is: [CH2:1]([CH2:8][NH:9][C:10]1([C:13]2[CH:18]=[CH:17][C:16]([C:19]#[C:20][C:21]3[CH:31]=[CH:30][C:24]([C:25]([OH:27])=[O:26])=[CH:23][CH:22]=3)=[CH:15][CH:14]=2)[CH2:11][CH2:12]1)[C:2]1[CH:3]=[CH:4][CH:5]=[CH:6][CH:7]=1. Given the reactants [CH2:1]([CH2:8][NH:9][C:10]1([C:13]2[CH:18]=[CH:17][C:16]([C:19]#[C:20][C:21]3[CH:31]=[CH:30][C:24]([C:25]([O:27]CC)=[O:26])=[CH:23][CH:22]=3)=[CH:15][CH:14]=2)[CH2:12][CH2:11]1)[C:2]1[CH:7]=[CH:6][CH:5]=[CH:4][CH:3]=1.[OH-].[Na+], predict the reaction product. (5) The product is: [CH:31]([C:34]1[CH:39]=[CH:38][C:37]([C:23]2[C:24]([CH3:26])=[CH:25][C:20]([O:19][CH:14]([C:11]3[CH:10]=[CH:9][C:8]([C:7]([NH:6][CH2:5][CH2:4][C:3]([OH:2])=[O:30])=[O:29])=[CH:13][CH:12]=3)[CH2:15][CH:16]([CH3:18])[CH3:17])=[CH:21][C:22]=2[CH3:28])=[CH:36][CH:35]=1)([CH3:33])[CH3:32]. Given the reactants C[O:2][C:3](=[O:30])[CH2:4][CH2:5][NH:6][C:7](=[O:29])[C:8]1[CH:13]=[CH:12][C:11]([CH:14]([O:19][C:20]2[CH:25]=[C:24]([CH3:26])[C:23](Br)=[C:22]([CH3:28])[CH:21]=2)[CH2:15][CH:16]([CH3:18])[CH3:17])=[CH:10][CH:9]=1.[CH:31]([C:34]1[CH:39]=[CH:38][C:37](B(O)O)=[CH:36][CH:35]=1)([CH3:33])[CH3:32], predict the reaction product.